This data is from Full USPTO retrosynthesis dataset with 1.9M reactions from patents (1976-2016). The task is: Predict the reactants needed to synthesize the given product. (1) The reactants are: [F:1][CH:2]([F:21])[CH2:3][N:4]1[C:12]2[C:7](=[N:8][CH:9]=[C:10]([F:13])[CH:11]=2)[C:6]([C:14]2[CH:19]=[CH:18][C:17]([OH:20])=[CH:16][CH:15]=2)=[N:5]1.[H-].[Na+].[CH3:24][O:25][CH2:26][CH2:27][N:28]1[C:32]2=[N:33][CH:34]=[CH:35][CH:36]=[C:31]2[N:30]=[C:29]1S(C)(=O)=O.O. Given the product [F:21][CH:2]([F:1])[CH2:3][N:4]1[C:12]2[C:7](=[N:8][CH:9]=[C:10]([F:13])[CH:11]=2)[C:6]([C:14]2[CH:19]=[CH:18][C:17]([O:20][C:29]3[N:28]([CH2:27][CH2:26][O:25][CH3:24])[C:32]4=[N:33][CH:34]=[CH:35][CH:36]=[C:31]4[N:30]=3)=[CH:16][CH:15]=2)=[N:5]1, predict the reactants needed to synthesize it. (2) Given the product [CH3:50][C:38]1[CH:43]=[CH:42][C:41]([S:44]([NH:47][C:48]([N:17]2[CH2:16][CH2:15][C:14]3[CH:20]=[CH:21][C:11]([NH:10][S:7]([C:4]4[CH:5]=[CH:6][C:1]([C:22]5[CH:23]=[CH:24][CH:25]=[CH:26][CH:27]=5)=[CH:2][CH:3]=4)(=[O:9])=[O:8])=[CH:12][C:13]=3[CH2:19][CH2:18]2)=[O:49])(=[O:46])=[O:45])=[CH:40][CH:39]=1, predict the reactants needed to synthesize it. The reactants are: [C:1]1([C:22]2[CH:27]=[CH:26][CH:25]=[CH:24][CH:23]=2)[CH:6]=[CH:5][C:4]([S:7]([NH:10][C:11]2[CH:21]=[CH:20][C:14]3[CH2:15][CH2:16][NH:17][CH2:18][CH2:19][C:13]=3[CH:12]=2)(=[O:9])=[O:8])=[CH:3][CH:2]=1.C(N(CC)CC)C.ClCCl.[C:38]1([CH3:50])[CH:43]=[CH:42][C:41]([S:44]([N:47]=[C:48]=[O:49])(=[O:46])=[O:45])=[CH:40][CH:39]=1. (3) Given the product [Br:8][C:9]1[CH:16]=[CH:15][C:12]([CH2:13][N:5]2[CH2:6][CH2:7][C@@H:3]([F:2])[CH2:4]2)=[CH:11][CH:10]=1, predict the reactants needed to synthesize it. The reactants are: Cl.[F:2][C@@H:3]1[CH2:7][CH2:6][NH:5][CH2:4]1.[Br:8][C:9]1[CH:16]=[CH:15][C:12]([CH:13]=O)=[CH:11][CH:10]=1. (4) Given the product [CH3:1][N:2]([CH2:15][CH:16]1[CH2:20][CH2:19][N:18]([CH3:21])[CH2:17]1)[C:3]1[O:4][C:5]2[CH:11]=[CH:10][C:9]([NH2:12])=[CH:8][C:6]=2[N:7]=1, predict the reactants needed to synthesize it. The reactants are: [CH3:1][N:2]([CH2:15][CH:16]1[CH2:20][CH2:19][N:18]([CH3:21])[CH2:17]1)[C:3]1[O:4][C:5]2[CH:11]=[CH:10][C:9]([N+:12]([O-])=O)=[CH:8][C:6]=2[N:7]=1. (5) Given the product [CH:1]1([CH2:7][S:8]([NH:11][CH2:12][CH2:13][CH2:14][CH2:15][N:16]2[CH2:21][CH2:20][N:19]([C:23]3[CH:28]=[CH:27][CH:26]=[C:25]([N+:29]([O-:31])=[O:30])[N:24]=3)[CH2:18][CH2:17]2)(=[O:10])=[O:9])[CH2:6][CH2:5][CH2:4][CH2:3][CH2:2]1, predict the reactants needed to synthesize it. The reactants are: [CH:1]1([CH2:7][S:8]([NH:11][CH2:12][CH2:13][CH2:14][CH2:15][N:16]2[CH2:21][CH2:20][NH:19][CH2:18][CH2:17]2)(=[O:10])=[O:9])[CH2:6][CH2:5][CH2:4][CH2:3][CH2:2]1.Cl[C:23]1[CH:28]=[CH:27][CH:26]=[C:25]([N+:29]([O-:31])=[O:30])[N:24]=1.C(N(C(C)C)CC)(C)C. (6) Given the product [Cl:24][C:21]1[N:20]=[C:19]2[O:25][CH2:16][C:17](=[O:26])[C:18]2=[CH:23][CH:22]=1, predict the reactants needed to synthesize it. The reactants are: O1C2=CN=CC=C2C(=O)C1.C(OC([C:16]1[O:25][C:19]2=[N:20][C:21]([Cl:24])=[CH:22][CH:23]=[C:18]2[C:17]=1[OH:26])=O)C.